Dataset: Catalyst prediction with 721,799 reactions and 888 catalyst types from USPTO. Task: Predict which catalyst facilitates the given reaction. (1) Reactant: [F:1][C:2]1[CH:24]=[C:23]([F:25])[CH:22]=[CH:21][C:3]=1[O:4][C:5]1[CH:6]=[C:7]2[C:11](=[CH:12][C:13]=1[C:14](O)=[O:15])[N:10]([CH2:17][CH:18]([CH3:20])[CH3:19])[N:9]=[CH:8]2.Cl.Cl.[CH3:28][O:29][C:30](=[O:41])[C@@H:31]([NH2:40])[CH2:32][CH2:33][N:34]([CH2:36][CH2:37][O:38][CH3:39])[CH3:35].CCN=C=NCCCN(C)C.C1C=CC2N(O)N=NC=2C=1.C(N(CC)CC)C. Product: [CH3:28][O:29][C:30](=[O:41])[C@@H:31]([NH:40][C:14]([C:13]1[CH:12]=[C:11]2[C:7]([CH:8]=[N:9][N:10]2[CH2:17][CH:18]([CH3:20])[CH3:19])=[CH:6][C:5]=1[O:4][C:3]1[CH:21]=[CH:22][C:23]([F:25])=[CH:24][C:2]=1[F:1])=[O:15])[CH2:32][CH2:33][N:34]([CH2:36][CH2:37][O:38][CH3:39])[CH3:35]. The catalyst class is: 68. (2) Reactant: [Cl:1][C:2]1[CH:7]=[CH:6][CH:5]=[C:4]([NH2:8])[C:3]=1[NH:9][C:10]1[CH:15]=[CH:14][CH:13]=[CH:12][CH:11]=1.[C:16]([O:20][C:21]([NH:23][C@@H:24]([CH3:28])[C:25](O)=O)=[O:22])([CH3:19])([CH3:18])[CH3:17].C1C=NC2N(O)N=NC=2C=1.Cl.CN(C)CCCN=C=NCC.CN1CCOCC1. Product: [C:16]([O:20][C:21](=[O:22])[NH:23][C@H:24]([C:25]1[N:9]([C:10]2[CH:11]=[CH:12][CH:13]=[CH:14][CH:15]=2)[C:3]2[C:2]([Cl:1])=[CH:7][CH:6]=[CH:5][C:4]=2[N:8]=1)[CH3:28])([CH3:19])([CH3:18])[CH3:17]. The catalyst class is: 2. (3) Reactant: [CH2:1]1[O:6][C:4](=[O:5])[NH:3][CH:2]1[CH2:7][C:8]1[CH:13]=[CH:12][CH:11]=[CH:10][CH:9]=1.[Li]CCCC.[Br:19][CH2:20][C:21](Br)=[O:22].CCOC(C)=O.CCCCCC. Product: [CH2:7]([C@H:2]1[CH2:1][O:6][C:4](=[O:5])[N:3]1[C:21](=[O:22])[CH2:20][Br:19])[C:8]1[CH:9]=[CH:10][CH:11]=[CH:12][CH:13]=1. The catalyst class is: 56.